From a dataset of Catalyst prediction with 721,799 reactions and 888 catalyst types from USPTO. Predict which catalyst facilitates the given reaction. Reactant: FC(F)(F)S(O[C:7]1[CH:16]=[C:15]([NH:17][C:18]2[C:23]([Cl:24])=[CH:22][N:21]=[CH:20][C:19]=2[Cl:25])[C:14]2[C:9](=[C:10]([O:28][CH:29]3[CH2:33][CH2:32][CH2:31][CH2:30]3)[C:11]([O:26][CH3:27])=[CH:12][CH:13]=2)[N:8]=1)(=O)=O.[CH3:36][NH2:37]. Product: [CH:29]1([O:28][C:10]2[C:11]([O:26][CH3:27])=[CH:12][CH:13]=[C:14]3[C:9]=2[N:8]=[C:7]([NH:37][CH3:36])[CH:16]=[C:15]3[NH:17][C:18]2[C:19]([Cl:25])=[CH:20][N:21]=[CH:22][C:23]=2[Cl:24])[CH2:30][CH2:31][CH2:32][CH2:33]1. The catalyst class is: 14.